Dataset: Retrosynthesis with 50K atom-mapped reactions and 10 reaction types from USPTO. Task: Predict the reactants needed to synthesize the given product. (1) Given the product COc1ncc(C#CC2=CCN(S(=O)(=O)C[C@@]3(C)NC(=O)NC3=O)CC2)cn1, predict the reactants needed to synthesize it. The reactants are: C#CC1=CCN(S(=O)(=O)C[C@@]2(C)NC(=O)NC2=O)CC1.COc1ncc(Br)cn1. (2) Given the product Cc1cc(Nc2nc(S(=O)c3ccc(F)cc3)cc3ccccc23)n[nH]1, predict the reactants needed to synthesize it. The reactants are: Cc1cc(Nc2nc(S(=O)c3ccc(F)cc3)cc3ccccc23)nn1C(=O)OC(C)(C)C. (3) Given the product COc1ccc(S(=O)(=O)N[C@@H]2CCCC[C@H]2C(=O)O)cc1, predict the reactants needed to synthesize it. The reactants are: COc1ccc(S(=O)(=O)Cl)cc1.N[C@@H]1CCCC[C@H]1C(=O)O. (4) Given the product COc1ccc(Cc2ccc(C=O)cc2OCc2ccccc2)cc1, predict the reactants needed to synthesize it. The reactants are: COc1ccc(Cc2ccc(CO)cc2OCc2ccccc2)cc1. (5) Given the product O=C1CCCN1C(=O)NCCS(=O)c1ccccn1, predict the reactants needed to synthesize it. The reactants are: O=C(OO)c1cccc(Cl)c1.O=C1CCCN1C(=O)NCCSc1ccccn1.